Task: Predict which catalyst facilitates the given reaction.. Dataset: Catalyst prediction with 721,799 reactions and 888 catalyst types from USPTO (1) Reactant: [OH-].[Na+].C([O:5][C:6](=[O:37])[CH2:7][CH2:8][N:9]1[C:17]2[C:12](=[CH:13][C:14]([C:18]3[C:26]4[C:21](=[CH:22][C:23]([F:27])=[CH:24][CH:25]=4)[N:20](S(C4C=CC=CC=4)(=O)=O)[CH:19]=3)=[CH:15][CH:16]=2)[CH:11]=[N:10]1)C. Product: [F:27][C:23]1[CH:22]=[C:21]2[C:26]([C:18]([C:14]3[CH:13]=[C:12]4[C:17](=[CH:16][CH:15]=3)[N:9]([CH2:8][CH2:7][C:6]([OH:37])=[O:5])[N:10]=[CH:11]4)=[CH:19][NH:20]2)=[CH:25][CH:24]=1. The catalyst class is: 5. (2) Reactant: C([O:4][CH2:5][CH2:6][N:7]([CH2:31][CH2:32][C:33]1[CH:38]=[CH:37][CH:36]=[CH:35][CH:34]=1)[C:8](=[O:30])[NH:9][C@@H:10]([CH2:19][C:20]1[CH:25]=[CH:24][C:23]([NH:26][C:27](=[O:29])[CH3:28])=[CH:22][CH:21]=1)[C:11]([NH:13][CH2:14][CH2:15][N:16]([CH3:18])[CH3:17])=[O:12])(=O)C.[OH-].[Li+]. The catalyst class is: 7. Product: [C:27]([NH:26][C:23]1[CH:22]=[CH:21][C:20]([CH2:19][C@H:10]([NH:9][C:8]([N:7]([CH2:6][CH2:5][OH:4])[CH2:31][CH2:32][C:33]2[CH:34]=[CH:35][CH:36]=[CH:37][CH:38]=2)=[O:30])[C:11]([NH:13][CH2:14][CH2:15][N:16]([CH3:17])[CH3:18])=[O:12])=[CH:25][CH:24]=1)(=[O:29])[CH3:28]. (3) Reactant: [CH2:1]([O:3][C:4]([C:6]1[C:7]([CH3:12])=[N:8][NH:9][C:10]=1[CH3:11])=[O:5])[CH3:2].[H-].[Na+].[H][H].Cl[C:18]1[CH:23]=[N:22][CH:21]=[CH:20][N:19]=1. Product: [CH2:1]([O:3][C:4]([C:6]1[C:7]([CH3:12])=[N:8][N:9]([C:18]2[CH:23]=[N:22][CH:21]=[CH:20][N:19]=2)[C:10]=1[CH3:11])=[O:5])[CH3:2]. The catalyst class is: 3.